From a dataset of Forward reaction prediction with 1.9M reactions from USPTO patents (1976-2016). Predict the product of the given reaction. Given the reactants C(OC(=O)O[C@H]1C[C@@H](N2C=NC3C2=NC(Cl)=NC=3Cl)C=C1)C.[Cl:23][C:24]1[N:32]=[C:31]2[C:27]([N:28]=[CH:29][N:30]2[C@@H:33]2[CH2:37][C@H:36]([N:38]3[N:42]=[N:41][C:40]([CH2:43][CH3:44])=[N:39]3)[C@@H:35]([OH:45])[C@H:34]2[OH:46])=[C:26](NCC(C2C=CC=CC=2)C2C=CC=CC=2)[N:25]=1.[NH2:62][CH2:63][CH:64]([C:72]1[CH:77]=[CH:76][C:75]([OH:78])=[CH:74][CH:73]=1)[C:65]1[CH:70]=[CH:69][C:68]([OH:71])=[CH:67][CH:66]=1, predict the reaction product. The product is: [OH:78][C:75]1[CH:76]=[CH:77][C:72]([CH:64]([C:65]2[CH:66]=[CH:67][C:68]([OH:71])=[CH:69][CH:70]=2)[CH2:63][NH:62][C:26]2[N:25]=[C:24]([Cl:23])[N:32]=[C:31]3[C:27]=2[N:28]=[CH:29][N:30]3[C@@H:33]2[CH2:37][C@H:36]([N:38]3[N:42]=[N:41][C:40]([CH2:43][CH3:44])=[N:39]3)[C@@H:35]([OH:45])[C@H:34]2[OH:46])=[CH:73][CH:74]=1.